This data is from Full USPTO retrosynthesis dataset with 1.9M reactions from patents (1976-2016). The task is: Predict the reactants needed to synthesize the given product. (1) Given the product [CH3:1][O:2][C:3](=[O:11])[C:4]1[CH:9]=[CH:8][C:7]([NH:10][CH2:21][C:15]2[C:16]([O:19][CH3:20])=[N:17][CH:18]=[C:13]([F:12])[CH:14]=2)=[N:6][CH:5]=1, predict the reactants needed to synthesize it. The reactants are: [CH3:1][O:2][C:3](=[O:11])[C:4]1[CH:9]=[CH:8][C:7]([NH2:10])=[N:6][CH:5]=1.[F:12][C:13]1[CH:14]=[C:15]([CH:21]=O)[C:16]([O:19][CH3:20])=[N:17][CH:18]=1.FC(F)(F)C(O)=O.C([SiH](CC)CC)C. (2) Given the product [NH2:1][C:2]1[N:10]=[C:9]2[C:5]([N:6]=[CH:7][N:8]2[CH2:11][C:12]([N:47]([CH2:46][CH2:45][NH:44][C:42]([O:41][CH2:40][CH:38]2[C:39]3[CH:27]=[CH:28][CH:29]=[CH:30][C:31]=3[C:32]3[C:37]2=[CH:36][CH:35]=[CH:34][CH:33]=3)=[O:43])[CH2:48][C:49]([OH:51])=[O:50])=[O:13])=[C:4]([NH:15][C:16]([O:18][CH2:19][C:20]2[CH:25]=[CH:24][CH:23]=[CH:22][CH:21]=2)=[O:17])[N:3]=1.[NH2:1][C:2]1[N:10]=[C:9]2[C:5]([N:6]=[CH:7][N:8]2[CH2:11][C:12]([N:47]([CH2:46][CH2:45][NH:44][C:42]([O:41][CH2:40][CH:38]2[C:37]3[CH:36]=[CH:35][CH:34]=[CH:33][C:32]=3[C:31]3[C:39]2=[CH:27][CH:28]=[CH:29][CH:30]=3)=[O:43])[CH2:48][C:49]([O:51][C:52]([CH3:55])([CH3:54])[CH3:53])=[O:50])=[O:13])=[C:4]([NH:15][C:16]([O:18][CH2:19][C:20]2[CH:25]=[CH:24][CH:23]=[CH:22][CH:21]=2)=[O:17])[N:3]=1, predict the reactants needed to synthesize it. The reactants are: [NH2:1][C:2]1[N:10]=[C:9]2[C:5]([N:6]=[CH:7][N:8]2[CH2:11][C:12](O)=[O:13])=[C:4]([NH:15][C:16]([O:18][CH2:19][C:20]2[CH:25]=[CH:24][CH:23]=[CH:22][CH:21]=2)=[O:17])[N:3]=1.Cl.[CH:27]1[C:39]2[CH:38]([CH2:40][O:41][C:42]([NH:44][CH2:45][CH2:46][NH:47][CH2:48][C:49]([O:51][C:52]([CH3:55])([CH3:54])[CH3:53])=[O:50])=[O:43])[C:37]3[C:32](=[CH:33][CH:34]=[CH:35][CH:36]=3)[C:31]=2[CH:30]=[CH:29][CH:28]=1.C(N(CC)CC)C.N1(OC(N(C)C)=[N+](C)C)C2C=CC=CC=2N=N1.F[P-](F)(F)(F)(F)F.